This data is from Full USPTO retrosynthesis dataset with 1.9M reactions from patents (1976-2016). The task is: Predict the reactants needed to synthesize the given product. (1) Given the product [CH3:13][C:10]1[CH:11]=[CH:12][C:7]([C:6]2[C:2]([CH3:1])=[N:3][N:4]3[C:22]([C:18]4[CH:19]=[CH:20][CH:21]=[C:16]([CH3:15])[CH:17]=4)=[CH:23][C:24](=[O:25])[NH:14][C:5]=23)=[CH:8][CH:9]=1, predict the reactants needed to synthesize it. The reactants are: [CH3:1][C:2]1[C:6]([C:7]2[CH:12]=[CH:11][C:10]([CH3:13])=[CH:9][CH:8]=2)=[C:5]([NH2:14])[NH:4][N:3]=1.[CH3:15][C:16]1[CH:17]=[C:18]([C:22](=O)[CH2:23][C:24](OCC)=[O:25])[CH:19]=[CH:20][CH:21]=1. (2) Given the product [CH:15]1[C:16]2[NH:17][C:18]3[C:23](=[CH:22][CH:21]=[CH:20][CH:19]=3)[C:24]=2[CH:25]=[CH:13][CH:14]=1, predict the reactants needed to synthesize it. The reactants are: C1(C(C2C=CC=CC=2)(C2C=CC=CC=2)N2N=NC([C:13]3[CH:14]=[CH:15][C:16]4[NH:17][C:18]5[C:23]([C:24]=4[CH:25]=3)=[CH:22][CH:21]=[CH:20][CH:19]=5)=N2)C=CC=CC=1.[H-].[Na+].ClC1C=C(C=CC=1)CCl.Cl. (3) Given the product [NH2:13][CH2:2][C:3]1[CH:10]=[C:9]([O:11][CH3:12])[CH:8]=[CH:7][C:4]=1[C:5]#[N:6], predict the reactants needed to synthesize it. The reactants are: Br[CH2:2][C:3]1[CH:10]=[C:9]([O:11][CH3:12])[CH:8]=[CH:7][C:4]=1[C:5]#[N:6].[NH4+:13].[OH-]. (4) Given the product [Cl:20][C:21]1[CH:33]=[CH:32][C:24]2[CH:25]=[C:26]([S:28]([NH:1][CH:2]3[CH2:6][CH2:5][N:4]([C:7]4[CH:8]=[C:9]5[C:13](=[CH:14][CH:15]=4)[CH:12]([N:16]([CH3:17])[CH3:18])[CH2:11][CH2:10]5)[C:3]3=[O:19])(=[O:29])=[O:30])[S:27][C:23]=2[CH:22]=1, predict the reactants needed to synthesize it. The reactants are: [NH2:1][CH:2]1[CH2:6][CH2:5][N:4]([C:7]2[CH:8]=[C:9]3[C:13](=[CH:14][CH:15]=2)[CH:12]([N:16]([CH3:18])[CH3:17])[CH2:11][CH2:10]3)[C:3]1=[O:19].[Cl:20][C:21]1[CH:33]=[CH:32][C:24]2[CH:25]=[C:26]([S:28](Cl)(=[O:30])=[O:29])[S:27][C:23]=2[CH:22]=1. (5) Given the product [CH3:1][O:2][C:3]1[CH:8]=[CH:7][C:6]([C:9]2[CH:10]=[C:11]3[N:17]=[C:16]([CH2:18][CH2:19][CH:20]4[NH:26][C:25](=[S:37])[CH2:24][CH2:23][CH2:22][CH2:21]4)[NH:15][C:12]3=[N:13][CH:14]=2)=[CH:5][CH:4]=1, predict the reactants needed to synthesize it. The reactants are: [CH3:1][O:2][C:3]1[CH:8]=[CH:7][C:6]([C:9]2[CH:10]=[C:11]3[N:17]=[C:16]([CH2:18][CH2:19][CH:20]4[NH:26][C:25](=O)[CH2:24][CH2:23][CH2:22][CH2:21]4)[NH:15][C:12]3=[N:13][CH:14]=2)=[CH:5][CH:4]=1.COC1C=CC(P2(SP(C3C=CC(OC)=CC=3)(=S)S2)=[S:37])=CC=1. (6) Given the product [F:1][C:2]([F:17])([F:16])[C:3]1[CH:4]=[C:5]([C:6]([N:29]2[CH2:30][CH2:31][C@H:26]([C:23]3[CH:24]=[CH:25][C:20]([Cl:19])=[CH:21][CH:22]=3)[C@H:27]([C:32]3[CH:37]=[CH:36][CH:35]=[CH:34][CH:33]=3)[CH2:28]2)=[O:7])[CH:9]=[C:10]([C:12]([F:15])([F:14])[F:13])[CH:11]=1, predict the reactants needed to synthesize it. The reactants are: [F:1][C:2]([F:17])([F:16])[C:3]1[CH:4]=[C:5]([CH:9]=[C:10]([C:12]([F:15])([F:14])[F:13])[CH:11]=1)[C:6](Cl)=[O:7].Cl.[Cl:19][C:20]1[CH:25]=[CH:24][C:23]([C@H:26]2[CH2:31][CH2:30][NH:29][CH2:28][C@H:27]2[C:32]2[CH:37]=[CH:36][CH:35]=[CH:34][CH:33]=2)=[CH:22][CH:21]=1. (7) Given the product [O:1]1[C:5]([C:6]2[CH:11]=[CH:10][CH:9]=[CH:8][C:7]=2[CH:12]=[O:13])=[CH:4][CH:3]=[N:2]1, predict the reactants needed to synthesize it. The reactants are: [O:1]1[C:5]([C:6]2[CH:11]=[CH:10][CH:9]=[CH:8][C:7]=2[CH2:12][OH:13])=[CH:4][CH:3]=[N:2]1.